This data is from Forward reaction prediction with 1.9M reactions from USPTO patents (1976-2016). The task is: Predict the product of the given reaction. (1) Given the reactants [CH:1]1([NH:7][NH:8][C:9]([O:11][CH2:12][C:13]2[CH:18]=[CH:17][CH:16]=[CH:15][CH:14]=2)=[O:10])[CH2:6][CH2:5][CH2:4][CH2:3][CH2:2]1.[Br:19][C:20]([CH3:25])([CH3:24])[C:21](Br)=[O:22], predict the reaction product. The product is: [Br:19][C:20]([CH3:25])([CH3:24])[C:21]([N:7]([CH:1]1[CH2:2][CH2:3][CH2:4][CH2:5][CH2:6]1)[NH:8][C:9]([O:11][CH2:12][C:13]1[CH:14]=[CH:15][CH:16]=[CH:17][CH:18]=1)=[O:10])=[O:22]. (2) Given the reactants [CH2:1]([N:5]1[C:10]2[N:11]=[CH:12][CH:13]=[CH:14][C:9]=2[C:8](=[O:15])O[C:6]1=[O:16])[CH2:2][CH2:3][CH3:4].C(OC(=O)[CH2:21][C:22]1[NH:27][C:26]2[CH:28]=[CH:29][CH:30]=[CH:31][C:25]=2[S:24](=[O:33])(=[O:32])[N:23]=1)C.[H-].[Na+].C(O)(=O)C, predict the reaction product. The product is: [CH2:1]([N:5]1[C:10]2[C:9](=[CH:14][CH:13]=[CH:12][N:11]=2)[C:8]([OH:15])=[C:21]([C:22]2[NH:27][C:26]3[CH:28]=[CH:29][CH:30]=[CH:31][C:25]=3[S:24](=[O:33])(=[O:32])[N:23]=2)[C:6]1=[O:16])[CH2:2][CH2:3][CH3:4].